Predict the product of the given reaction. From a dataset of Forward reaction prediction with 1.9M reactions from USPTO patents (1976-2016). (1) Given the reactants C(O[BH-](OC(=O)C)OC(=O)C)(=O)C.[Na+].[CH3:15][C:16]1[N:20]=[C:19]([C:21]2[CH:22]=[CH:23][C:24]([O:27][C:28]3[CH:38]=[CH:37][C:31]4[CH2:32][CH2:33][NH:34][CH2:35][CH2:36][C:30]=4[CH:29]=3)=[N:25][CH:26]=2)[O:18][N:17]=1.[C:39]1(=O)[CH2:42][CH2:41][CH2:40]1, predict the reaction product. The product is: [CH:39]1([N:34]2[CH2:33][CH2:32][C:31]3[CH:37]=[CH:38][C:28]([O:27][C:24]4[CH:23]=[CH:22][C:21]([C:19]5[O:18][N:17]=[C:16]([CH3:15])[N:20]=5)=[CH:26][N:25]=4)=[CH:29][C:30]=3[CH2:36][CH2:35]2)[CH2:42][CH2:41][CH2:40]1. (2) Given the reactants C([Li])CCC.Br[C:7]1[CH:8]=[C:9]2[C:14](=[CH:15][CH:16]=1)[N:13]=[C:12]([O:17][CH3:18])[CH:11]=[C:10]2[C:19]1[CH:24]=[CH:23][CH:22]=[C:21]([Cl:25])[CH:20]=1.[CH2:26]([N:30]1[C:34]([C:35]([C:37]2[CH:42]=[CH:41][C:40]([Cl:43])=[CH:39][CH:38]=2)=[O:36])=[CH:33][N:32]=[CH:31]1)[CH2:27][CH2:28][CH3:29].O, predict the reaction product. The product is: [CH2:26]([N:30]1[C:34]([C:35]([C:37]2[CH:38]=[CH:39][C:40]([Cl:43])=[CH:41][CH:42]=2)([C:7]2[CH:8]=[C:9]3[C:14](=[CH:15][CH:16]=2)[N:13]=[C:12]([O:17][CH3:18])[CH:11]=[C:10]3[C:19]2[CH:24]=[CH:23][CH:22]=[C:21]([Cl:25])[CH:20]=2)[OH:36])=[CH:33][N:32]=[CH:31]1)[CH2:27][CH2:28][CH3:29].